Task: Predict the product of the given reaction.. Dataset: Forward reaction prediction with 1.9M reactions from USPTO patents (1976-2016) (1) Given the reactants [NH:1]1[CH2:6][CH2:5][CH:4]([N:7]2[CH2:12][CH2:11][O:10][CH2:9][CH2:8]2)[CH2:3][CH2:2]1.[Br:13][C:14]1[CH:15]=[C:16](B(O)O)[CH:17]=[CH:18][CH:19]=1, predict the reaction product. The product is: [Br:13][C:14]1[CH:19]=[C:18]([N:1]2[CH2:6][CH2:5][CH:4]([N:7]3[CH2:12][CH2:11][O:10][CH2:9][CH2:8]3)[CH2:3][CH2:2]2)[CH:17]=[CH:16][CH:15]=1. (2) The product is: [N:23]1[CH:28]=[CH:27][CH:26]=[N:25][C:24]=1[C:29]1[CH:34]=[CH:33][C:32]([C:35]#[C:36][CH:37]=[O:38])=[CH:31][CH:30]=1. Given the reactants CC(OI1(OC(C)=O)(OC(C)=O)OC(=O)C2C=CC=CC1=2)=O.[N:23]1[CH:28]=[CH:27][CH:26]=[N:25][C:24]=1[C:29]1[CH:34]=[CH:33][C:32]([C:35]#[C:36][CH2:37][OH:38])=[CH:31][CH:30]=1.[O-]S([O-])(=S)=O.[Na+].[Na+].C([O-])(O)=O.[Na+], predict the reaction product. (3) Given the reactants [CH3:1][C:2]1[C:33]([CH3:34])=[CH:32][CH:31]=[CH:30][C:3]=1[O:4][CH2:5][CH2:6][CH2:7][C:8]([N:10]1[C:19]2[C:14](=[C:15](C3C=CN=C(C(OC)=O)C=3)[CH:16]=[CH:17][CH:18]=2)[CH2:13][CH2:12][CH2:11]1)=[O:9].BrC1C=CN=C(C(OC)=O)C=1.C([O:49][CH2:50][CH2:51][O:52][C:53]1[CH:58]=[CH:57][CH:56]=[C:55]([CH2:59][N:60]2[CH:64]=[C:63](Br)[CH:62]=[N:61]2)[CH:54]=1)(=O)C, predict the reaction product. The product is: [CH3:1][C:2]1[C:33]([CH3:34])=[CH:32][CH:31]=[CH:30][C:3]=1[O:4][CH2:5][CH2:6][CH2:7][C:8]([N:10]1[C:19]2[C:14](=[C:15]([C:63]3[CH:62]=[N:61][N:60]([CH2:59][C:55]4[CH:56]=[CH:57][CH:58]=[C:53]([O:52][CH2:51][CH2:50][OH:49])[CH:54]=4)[CH:64]=3)[CH:16]=[CH:17][CH:18]=2)[CH2:13][CH2:12][CH2:11]1)=[O:9]. (4) The product is: [CH:15]1([NH:18][C:19]([C:20]2[CH:25]=[CH:24][C:23]([CH:2]3[CH2:7][CH2:6][N:5]([C:8]([O:10][C:11]([CH3:14])([CH3:13])[CH3:12])=[O:9])[CH2:4][CH2:3]3)=[CH:22][CH:21]=2)=[O:27])[CH2:16][CH2:17]1. Given the reactants O[CH:2]1[CH2:7][CH2:6][N:5]([C:8]([O:10][C:11]([CH3:14])([CH3:13])[CH3:12])=[O:9])[CH2:4][CH2:3]1.[CH:15]1([NH:18][C:19](=[O:27])[C:20]2[CH:25]=[CH:24][C:23](I)=[CH:22][CH:21]=2)[CH2:17][CH2:16]1, predict the reaction product.